This data is from Full USPTO retrosynthesis dataset with 1.9M reactions from patents (1976-2016). The task is: Predict the reactants needed to synthesize the given product. Given the product [Cl:1][C:2]1[C:10]([F:11])=[CH:9][CH:8]=[CH:7][C:3]=1[C:4]([NH:21][CH2:20][CH:19]([C:16]1[CH:17]=[N:18][C:13]([CH3:12])=[N:14][CH:15]=1)[N:22]1[CH2:23][CH2:24][O:25][CH2:26][CH2:27]1)=[O:6], predict the reactants needed to synthesize it. The reactants are: [Cl:1][C:2]1[C:10]([F:11])=[CH:9][CH:8]=[CH:7][C:3]=1[C:4]([OH:6])=O.[CH3:12][C:13]1[N:18]=[CH:17][C:16]([CH:19]([N:22]2[CH2:27][CH2:26][O:25][CH2:24][CH2:23]2)[CH2:20][NH2:21])=[CH:15][N:14]=1.